Predict the product of the given reaction. From a dataset of Forward reaction prediction with 1.9M reactions from USPTO patents (1976-2016). (1) Given the reactants C1(C)C=CC(S(N[C@H](C2C=CC=CC=2)[C@@H](C2C=CC=CC=2)N)(=O)=O)=CC=1.[Br:27][C:28]1[CH:33]=[CH:32][C:31]([C:34](=[O:39])[C:35]([F:38])([F:37])[F:36])=[C:30]([N:40]2[CH:44]=[CH:43][C:42]([CH3:45])=[N:41]2)[CH:29]=1.C([O-])=O.[K+], predict the reaction product. The product is: [Br:27][C:28]1[CH:33]=[CH:32][C:31]([C@@H:34]([OH:39])[C:35]([F:38])([F:37])[F:36])=[C:30]([N:40]2[CH:44]=[CH:43][C:42]([CH3:45])=[N:41]2)[CH:29]=1. (2) The product is: [Cl:1][C:2]1[CH:7]=[C:6]([Cl:8])[CH:5]=[CH:4][C:3]=1[C:9]1[C:10]([C:20]#[N:21])=[C:11]([C:43]2[CH:48]=[CH:47][N:46]=[C:45]([S:49][CH3:50])[N:44]=2)[S:12][C:13]=1[C:14]1[NH:18][CH:17]=[N:16][N:15]=1. Given the reactants [Cl:1][C:2]1[CH:7]=[C:6]([Cl:8])[CH:5]=[CH:4][C:3]=1[C:9]1[C:10]([C:20]#[N:21])=[C:11](I)[S:12][C:13]=1[C:14]1[NH:18][CH:17]=[N:16][N:15]=1.[Cl-].[Li+].O1CCOCC1.CCCC[Sn]([C:43]1[CH:48]=[CH:47][N:46]=[C:45]([S:49][CH3:50])[N:44]=1)(CCCC)CCCC, predict the reaction product. (3) Given the reactants [C:1]([O:20][CH2:21][CH2:22][C@H:23]1[CH2:28][CH2:27][C@H:26]([OH:29])[CH2:25][CH2:24]1)([C:14]1[CH:19]=[CH:18][CH:17]=[CH:16][CH:15]=1)([C:8]1[CH:13]=[CH:12][CH:11]=[CH:10][CH:9]=1)[C:2]1[CH:7]=[CH:6][CH:5]=[CH:4][CH:3]=1.[CH3:30][S:31](Cl)(=[O:33])=[O:32], predict the reaction product. The product is: [CH3:30][S:31]([O:29][C@H:26]1[CH2:27][CH2:28][C@H:23]([CH2:22][CH2:21][O:20][C:1]([C:8]2[CH:13]=[CH:12][CH:11]=[CH:10][CH:9]=2)([C:14]2[CH:15]=[CH:16][CH:17]=[CH:18][CH:19]=2)[C:2]2[CH:3]=[CH:4][CH:5]=[CH:6][CH:7]=2)[CH2:24][CH2:25]1)(=[O:33])=[O:32]. (4) Given the reactants CN(C)CCCN=C=NCC.[NH2:12][C:13]1[CH:18]=[CH:17][C:16]([NH:19][C:20](=[O:28])[CH2:21][C:22]2[CH:27]=[CH:26][CH:25]=[CH:24][N:23]=2)=[CH:15][CH:14]=1.[CH3:29][C:30]1[CH:31]=[CH:32][CH:33]=[C:34]([C:46](O)=[O:47])[C:35]=1[C:36]1[CH:41]=[CH:40][C:39]([C:42]([F:45])([F:44])[F:43])=[CH:38][CH:37]=1.ON1C2C=CC=CC=2N=N1, predict the reaction product. The product is: [CH3:29][C:30]1[CH:31]=[CH:32][CH:33]=[C:34]([C:46]([NH:12][C:13]2[CH:14]=[CH:15][C:16]([NH:19][C:20](=[O:28])[CH2:21][C:22]3[CH:27]=[CH:26][CH:25]=[CH:24][N:23]=3)=[CH:17][CH:18]=2)=[O:47])[C:35]=1[C:36]1[CH:41]=[CH:40][C:39]([C:42]([F:43])([F:44])[F:45])=[CH:38][CH:37]=1. (5) Given the reactants OC1C=CC=C2C=1N=CC=C2.[NH2:12][C:13]1[CH:18]=[CH:17][CH:16]=[CH:15][C:14]=1[SH:19].[OH:20][C:21]1[CH:22]=[CH:23][CH:24]=[C:25]2[C:30]=1[N:29]=[C:28]([C:31](O)=O)[CH:27]=[CH:26]2.O=O.P(Cl)(Cl)Cl, predict the reaction product. The product is: [S:19]1[C:14]2[CH:15]=[CH:16][CH:17]=[CH:18][C:13]=2[N:12]=[C:31]1[C:28]1[CH:27]=[CH:26][C:25]2[C:30](=[C:21]([OH:20])[CH:22]=[CH:23][CH:24]=2)[N:29]=1. (6) Given the reactants Br[C:2]1[CH:10]=[C:9]([C:11]([OH:13])=[O:12])[C:8]([N+:14]([O-:16])=[O:15])=[CH:7][C:3]=1[C:4]([OH:6])=[O:5].C([O-])(=[O:19])C.[Na+].[OH-].[Na+], predict the reaction product. The product is: [OH:19][C:2]1[CH:10]=[C:9]([C:11]([OH:13])=[O:12])[C:8]([N+:14]([O-:16])=[O:15])=[CH:7][C:3]=1[C:4]([OH:6])=[O:5].